From a dataset of Reaction yield outcomes from USPTO patents with 853,638 reactions. Predict the reaction yield, written as a fraction of the theoretical maximum amount of product (1.0 means a 100% yield; for example, 0.34 means a 34% yield). (1) The reactants are [C:1]([O:5][C:6]([N:8]1[CH2:13][CH2:12][C:11](=[O:14])[CH2:10][CH2:9]1)=[O:7])([CH3:4])([CH3:3])[CH3:2].C(O[CH:20](N(C)C)[N:21]([CH3:23])[CH3:22])(C)(C)C. The catalyst is CN(C)C=O.O. The product is [C:1]([O:5][C:6]([N:8]1[CH2:9][CH2:10][C:11](=[O:14])[C:12](=[CH:20][N:21]([CH3:23])[CH3:22])[CH2:13]1)=[O:7])([CH3:4])([CH3:2])[CH3:3]. The yield is 0.720. (2) The reactants are [ClH:1].[F:2][C:3]([F:11])([F:10])[CH:4]1[CH2:9][CH2:8][NH:7][CH2:6][CH2:5]1.C(=O)([O-])[O-].[K+].[K+].Br[CH2:19][CH2:20][CH2:21]O. The catalyst is C(#N)C. The product is [ClH:1].[Cl:1][CH2:19][CH2:20][CH2:21][N:7]1[CH2:8][CH2:9][CH:4]([C:3]([F:11])([F:10])[F:2])[CH2:5][CH2:6]1. The yield is 1.00.